Dataset: Forward reaction prediction with 1.9M reactions from USPTO patents (1976-2016). Task: Predict the product of the given reaction. Given the reactants [Cl:1][C:2]1[CH:7]=[CH:6][N:5]=[C:4]2[CH:8]=[CH:9][S:10][C:3]=12.C1C[O:14][CH2:13]C1.CN(C=O)C, predict the reaction product. The product is: [Cl:1][C:2]1[CH:7]=[CH:6][N:5]=[C:4]2[CH:8]=[C:9]([CH:13]=[O:14])[S:10][C:3]=12.